Dataset: Forward reaction prediction with 1.9M reactions from USPTO patents (1976-2016). Task: Predict the product of the given reaction. Given the reactants C([O:8][C:9]1[CH:18]=[CH:17][C:16]2[C:11](=[CH:12][CH:13]=[CH:14][CH:15]=2)[C:10]=1[CH:19]([O:25][CH2:26][O:27][CH3:28])[C:20]([O:22][CH2:23][CH3:24])=[O:21])C1C=CC=CC=1, predict the reaction product. The product is: [OH:8][C:9]1[CH:18]=[CH:17][C:16]2[C:11](=[CH:12][CH:13]=[CH:14][CH:15]=2)[C:10]=1[CH:19]([O:25][CH2:26][O:27][CH3:28])[C:20]([O:22][CH2:23][CH3:24])=[O:21].